This data is from Reaction yield outcomes from USPTO patents with 853,638 reactions. The task is: Predict the reaction yield, written as a fraction of the theoretical maximum amount of product (1.0 means a 100% yield; for example, 0.34 means a 34% yield). (1) The reactants are [OH:1]/[N:2]=[C:3](\[NH:5][C:6](=O)[C:7]1[CH:12]=[CH:11][CH:10]=[CH:9][C:8]=1[NH:13][C:14]1[N:18]([C:19]2[CH:24]=[CH:23][CH:22]=[CH:21][CH:20]=2)[N:17]=[C:16]([CH3:25])[CH:15]=1)/[CH3:4].[OH-].[CH3:28][O:29]C(NS([N+](CC)(CC)CC)(=O)=O)=O. The catalyst is C1COCC1. The product is [CH3:28][O:29][C:11]1[CH:10]=[CH:9][C:8]([NH:13][C:14]2[N:18]([C:19]3[CH:24]=[CH:23][CH:22]=[CH:21][CH:20]=3)[N:17]=[C:16]([CH3:25])[CH:15]=2)=[C:7]([C:6]2[O:1][N:2]=[C:3]([CH3:4])[N:5]=2)[CH:12]=1. The yield is 0.0400. (2) The reactants are [C:1]12([NH:11][CH2:12][C:13]3[CH:22]=[CH:21][C:16]([C:17]([O:19]C)=[O:18])=[CH:15][CH:14]=3)[CH2:10][CH:5]3[CH2:6][CH:7]([CH2:9][CH:3]([CH2:4]3)[CH2:2]1)[CH2:8]2.[OH-].[Na+].C(O)(=O)C. The catalyst is CO.O. The product is [C:1]12([NH:11][CH2:12][C:13]3[CH:14]=[CH:15][C:16]([C:17]([OH:19])=[O:18])=[CH:21][CH:22]=3)[CH2:10][CH:5]3[CH2:6][CH:7]([CH2:9][CH:3]([CH2:4]3)[CH2:2]1)[CH2:8]2. The yield is 0.580. (3) The reactants are C([C@@:4]1([OH:23])[C@H:8]([O:9]C(=O)C)[C@@H:7]([CH2:13][OH:14])[S:6][C@H:5]1[N:15]1[CH:22]=[CH:21][C:19](=[O:20])[NH:18][C:16]1=[O:17])(=O)C.[P:24](Cl)([O-:34])[O:25]CC1C(=CC=CC=1)O.[O-:36][P:37]([O:40][P:41]([O-:44])([O-:43])=[O:42])(=[O:39])[O-:38].C([NH2+]CCCC)CCC.C([NH2+]CCCC)CCC.C([NH2+]CCCC)CCC.C([NH2+]CCCC)CCC.C(N)CCC.II.N. The catalyst is N1C=CC=CC=1.N1C=CC=CC=1.O.S([O-])(O)=O.[Na+].CN(C=O)C.O1CCOCC1. The product is [P:24]([O:14][CH2:13][C@H:7]1[S:6][C@@H:5]([N:15]2[CH:22]=[CH:21][C:19](=[O:20])[NH:18][C:16]2=[O:17])[C@H:4]([OH:23])[C@@H:8]1[OH:9])([O:39][P:37]([O:40][P:41]([OH:44])([OH:43])=[O:42])([OH:38])=[O:36])(=[O:25])[OH:34]. The yield is 0.550. (4) The reactants are [CH2:1]([OH:9])[CH2:2][CH2:3][CH2:4][CH2:5][CH2:6][CH2:7][CH3:8].[CH2:10]1[O:12][C@H:11]1[CH2:13]Cl. The catalyst is [N+](CCCC)(CCCC)(CCCC)CCCC.[Br-]. The product is [CH2:1]([O:9][CH2:13][C@@H:11]1[CH2:10][O:12]1)[CH2:2][CH2:3][CH2:4][CH2:5][CH2:6][CH2:7][CH3:8]. The yield is 0.850. (5) The reactants are [CH3:1][O:2][C:3]([C:5]1([C:8]2[CH:13]=[CH:12][C:11]([OH:14])=[C:10]([C:15](=[N:17][OH:18])[CH3:16])[CH:9]=2)[CH2:7][CH2:6]1)=[O:4].[CH3:19][C:20](OC(C)=O)=[O:21]. The product is [C:20]([O:18]/[N:17]=[C:15](/[C:10]1[CH:9]=[C:8]([C:5]2([C:3]([O:2][CH3:1])=[O:4])[CH2:7][CH2:6]2)[CH:13]=[CH:12][C:11]=1[OH:14])\[CH3:16])(=[O:21])[CH3:19]. No catalyst specified. The yield is 0.990. (6) The reactants are Cl[CH:2]([C:8](=O)[CH2:9][C:10]1[CH:15]=[CH:14][C:13]([Cl:16])=[CH:12][CH:11]=1)[C:3]([O:5][CH2:6][CH3:7])=[O:4].[N:18]1([C:24](=[Se:26])[NH2:25])[CH2:23][CH2:22][O:21][CH2:20][CH2:19]1. The catalyst is C(O)(C)C. The product is [Cl:16][C:13]1[CH:14]=[CH:15][C:10]([CH2:9][C:8]2[N:25]=[C:24]([N:18]3[CH2:23][CH2:22][O:21][CH2:20][CH2:19]3)[Se:26][C:2]=2[C:3]([O:5][CH2:6][CH3:7])=[O:4])=[CH:11][CH:12]=1. The yield is 0.280.